Dataset: Experimentally validated miRNA-target interactions with 360,000+ pairs, plus equal number of negative samples. Task: Binary Classification. Given a miRNA mature sequence and a target amino acid sequence, predict their likelihood of interaction. (1) The miRNA is hsa-miR-6829-3p with sequence UGCCUCCUCCGUGGCCUCAG. The protein sequence of the target gene is MDPEDEGVAGVMSVGPPAARLQEPVTFRDVAVDFTQEEWGQLDPTQRILYRDVMLETFGHLLSIGPELPKPEVISQLEQGTELWVAERGTTQGCHPAWEPRSESQASRKEEGLPEEEPSHVTGREGFPTDAPYPTTLGKDRECQSQSLALKEQNNLKQLEFGLKEAPVQDQGYKTLRLRENCVLSSSPNPFPEISRGEYLYTYDSQITDSEHNSSLVSQQTGSPGKQPGENSDCHRDSSQAIPITELTKSQVQDKPYKCTDCGKSFNHNAHLTVHKRIHTGERPYMCKECGKAFSQNSSL.... Result: 1 (interaction). (2) The miRNA is hsa-miR-4466 with sequence GGGUGCGGGCCGGCGGGG. The protein sequence of the target gene is MPSSPLRVAVVCSSNQNRSMEAHNILSKRGFSVRSFGTGTHVKLPGPAPDKPNVYDFKTTYDQMYNDLLRKDKELYTQNGILHMLDRNKRIKPRPERFQNCKDLFDLILTCEERVYDQVVEDLNSREQETCQPVHVVNVDIQDNHEEATLGAFLICELCQCIQHTEDMENEIDELLQEFEEKSGRTFLHTVCFY. Result: 0 (no interaction).